From a dataset of Forward reaction prediction with 1.9M reactions from USPTO patents (1976-2016). Predict the product of the given reaction. (1) Given the reactants [CH3:1][O:2][C:3](=[O:11])[CH2:4][C:5]1[CH:10]=[CH:9][CH:8]=[CH:7][CH:6]=1.[Br:12][C:13]1[CH:18]=[CH:17][C:16](F)=[C:15]([N+:20]([O-:22])=[O:21])[CH:14]=1.[H-].[Na+].[CH3:25]I, predict the reaction product. The product is: [CH3:1][O:2][C:3](=[O:11])[C:4]([C:16]1[CH:17]=[CH:18][C:13]([Br:12])=[CH:14][C:15]=1[N+:20]([O-:22])=[O:21])([C:5]1[CH:6]=[CH:7][CH:8]=[CH:9][CH:10]=1)[CH3:25]. (2) The product is: [CH2:1]([N:8]1[C:16]2[C:11](=[CH:12][CH:13]=[CH:14][C:15]=2[C:17]2[CH:22]=[CH:21][C:20]([F:23])=[C:19]([Cl:24])[CH:18]=2)[C:10]([C:25](=[O:31])[C:26]([OH:28])=[O:27])=[CH:9]1)[C:2]1[CH:7]=[CH:6][CH:5]=[CH:4][CH:3]=1. Given the reactants [CH2:1]([N:8]1[C:16]2[C:11](=[CH:12][CH:13]=[CH:14][C:15]=2[C:17]2[CH:22]=[CH:21][C:20]([F:23])=[C:19]([Cl:24])[CH:18]=2)[C:10]([C:25](=[O:31])[C:26]([O:28]CC)=[O:27])=[CH:9]1)[C:2]1[CH:7]=[CH:6][CH:5]=[CH:4][CH:3]=1.[OH-].[K+].CCCCCC, predict the reaction product. (3) Given the reactants [CH3:1][O:2][C:3](=[O:26])[CH2:4][C:5]1[C:14]([CH3:15])=[C:13](B2OC(C)(C)C(C)(C)O2)[C:12]2[C:7](=[CH:8][CH:9]=[C:10]([Cl:25])[CH:11]=2)[CH:6]=1.Br[C:28]1[CH:33]=[CH:32][C:31]([S:34][C:35]2[CH:40]=[C:39]([Cl:41])[CH:38]=[CH:37][C:36]=2[Cl:42])=[CH:30][CH:29]=1.C(=O)(O)[O-].[Na+].O, predict the reaction product. The product is: [CH3:1][O:2][C:3](=[O:26])[CH2:4][C:5]1[C:14]([CH3:15])=[C:13]([C:28]2[CH:29]=[CH:30][C:31]([S:34][C:35]3[CH:40]=[C:39]([Cl:41])[CH:38]=[CH:37][C:36]=3[Cl:42])=[CH:32][CH:33]=2)[C:12]2[C:7](=[CH:8][CH:9]=[C:10]([Cl:25])[CH:11]=2)[CH:6]=1. (4) The product is: [N:11]1([C:14]([C:15]2[CH:20]=[CH:19][CH:18]=[CH:17][C:16]=2[C:21]([F:24])([F:22])[F:23])=[S:25])[CH2:12][CH2:13][NH:8][CH2:9][CH2:10]1. Given the reactants C(OC([N:8]1[CH2:13][CH2:12][N:11]([C:14](=[S:25])[C:15]2[CH:20]=[CH:19][CH:18]=[CH:17][C:16]=2[C:21]([F:24])([F:23])[F:22])[CH2:10][CH2:9]1)=O)(C)(C)C, predict the reaction product. (5) Given the reactants [C:1]1([C:7]2[CH:15]=[CH:14][C:10]([C:11]([OH:13])=[O:12])=[C:9]([CH3:16])[CH:8]=2)[CH2:6][CH2:5][CH2:4][CH2:3][CH:2]=1.[H][H], predict the reaction product. The product is: [CH:1]1([C:7]2[CH:15]=[CH:14][C:10]([C:11]([OH:13])=[O:12])=[C:9]([CH3:16])[CH:8]=2)[CH2:2][CH2:3][CH2:4][CH2:5][CH2:6]1. (6) Given the reactants [CH3:1][N:2]1[C:10]2[N:9]=[CH:8][NH:7][C:6]=2[C:5](=[O:11])[NH:4][C:3]1=[O:12].C(=O)([O-])[O-].[K+].[K+].Br[CH2:20][C:21]#[C:22][CH3:23], predict the reaction product. The product is: [CH2:20]([N:7]1[C:6]2[C:5](=[O:11])[NH:4][C:3](=[O:12])[N:2]([CH3:1])[C:10]=2[N:9]=[CH:8]1)[C:21]#[C:22][CH3:23]. (7) Given the reactants Cl[C:2]([O:5][C:6](=[O:12])[O:7][C:8](Cl)(Cl)Cl)(Cl)Cl.[N:13]1[CH:18]=CC=C[CH:14]=1.[O:19]1[CH2:23]CC[CH2:20]1, predict the reaction product. The product is: [C:6](=[O:12])([O:7][CH2:8][CH2:14][NH:13][CH3:18])[O:5][CH2:2][CH2:20][O:19][CH3:23]. (8) Given the reactants C(O[C:4]([C:6]1[C:11](=[O:12])[N:10]([CH2:13][CH2:14][CH2:15][CH3:16])[N:9]2[CH:17]=[CH:18][CH:19]=[C:8]2[C:7]=1[OH:20])=[O:5])C.[NH2:21][CH2:22][C:23]([O-:25])=[O:24].[Na+], predict the reaction product. The product is: [CH2:13]([N:10]1[C:11](=[O:12])[C:6]([C:4]([NH:21][CH2:22][C:23]([OH:25])=[O:24])=[O:5])=[C:7]([OH:20])[C:8]2=[CH:19][CH:18]=[CH:17][N:9]12)[CH2:14][CH2:15][CH3:16].